From a dataset of Full USPTO retrosynthesis dataset with 1.9M reactions from patents (1976-2016). Predict the reactants needed to synthesize the given product. Given the product [F:37][C:38]([F:43])([F:42])[C:39]([OH:41])=[O:40].[CH:1]1([N:7]([CH2:33][CH:34]2[CH2:35][CH2:36]2)[C:8]2[N:13]=[CH:12][N:11]=[C:10]([C:14]([NH:16][C:17]3[CH:18]=[CH:19][C:20]([CH2:21][NH:22][CH2:23][C:24]([OH:26])=[O:25])=[CH:31][CH:32]=3)=[O:15])[CH:9]=2)[CH2:2][CH2:3][CH2:4][CH2:5][CH2:6]1, predict the reactants needed to synthesize it. The reactants are: [CH:1]1([N:7]([CH2:33][CH:34]2[CH2:36][CH2:35]2)[C:8]2[N:13]=[CH:12][N:11]=[C:10]([C:14]([NH:16][C:17]3[CH:32]=[CH:31][C:20]([CH2:21][NH:22][CH2:23][C:24]([O:26]C(C)(C)C)=[O:25])=[CH:19][CH:18]=3)=[O:15])[CH:9]=2)[CH2:6][CH2:5][CH2:4][CH2:3][CH2:2]1.[F:37][C:38]([F:43])([F:42])[C:39]([OH:41])=[O:40].